This data is from Forward reaction prediction with 1.9M reactions from USPTO patents (1976-2016). The task is: Predict the product of the given reaction. (1) Given the reactants [CH3:1][C:2]1[S:3][C:4]([CH2:7][N:8]2[CH2:13][CH2:12][CH:11]([C:14]3[CH:19]=[CH:18][CH:17]=[CH:16][CH:15]=3)[CH2:10][CH2:9]2)=[CH:5][N:6]=1.[Li]CCCC.[CH3:25][CH2:26][O:27]C(C)=O, predict the reaction product. The product is: [C:14]1([CH:11]2[CH2:10][CH2:9][N:8]([CH2:7][C:4]3[S:3][C:2]([CH2:1][C:26](=[O:27])[CH3:25])=[N:6][CH:5]=3)[CH2:13][CH2:12]2)[CH:19]=[CH:18][CH:17]=[CH:16][CH:15]=1. (2) Given the reactants CCCP(=O)=O.[CH3:7][C:8]1[CH:13]=[CH:12][C:11]([NH2:14])=[CH:10][C:9]=1[NH:15][C:16]1[N:21]=[C:20]([C:22]2[CH:23]=[N:24][CH:25]=[CH:26][CH:27]=2)[CH:19]=[CH:18][N:17]=1.[CH3:28][C:29]1[C:30]([C:40](O)=[O:41])=[N:31][N:32]([C:34]2[CH:39]=[CH:38][CH:37]=[CH:36][CH:35]=2)[N:33]=1.C(N(CC)CC)C, predict the reaction product. The product is: [CH3:7][C:8]1[CH:13]=[CH:12][C:11]([NH:14][C:40]([C:30]2[C:29]([CH3:28])=[N:33][N:32]([C:34]3[CH:39]=[CH:38][CH:37]=[CH:36][CH:35]=3)[N:31]=2)=[O:41])=[CH:10][C:9]=1[NH:15][C:16]1[N:21]=[C:20]([C:22]2[CH:23]=[N:24][CH:25]=[CH:26][CH:27]=2)[CH:19]=[CH:18][N:17]=1. (3) Given the reactants [CH2:1]([CH:3]1[C:11]2[C:6](=[CH:7][C:8]([F:12])=[CH:9][CH:10]=2)[NH:5][C:4]1=[O:13])[CH3:2].Br[CH2:15][CH2:16][CH2:17][CH2:18][Cl:19], predict the reaction product. The product is: [Cl:19][CH2:18][CH2:17][CH2:16][CH2:15][C:3]1([CH2:1][CH3:2])[C:11]2[C:6](=[CH:7][C:8]([F:12])=[CH:9][CH:10]=2)[NH:5][C:4]1=[O:13]. (4) Given the reactants C([O:3][C:4]([C:6]1[S:10][N:9]=[C:8]([C:11]2[C:19]3[C:14](=[C:15]([O:20][CH3:21])[CH:16]=[CH:17][CH:18]=3)[N:13]([CH2:22][CH:23]3[CH2:28][CH2:27][CH2:26][CH2:25][CH2:24]3)[CH:12]=2)[N:7]=1)=O)C.[BH4-].[Na+], predict the reaction product. The product is: [CH:23]1([CH2:22][N:13]2[C:14]3[C:19](=[CH:18][CH:17]=[CH:16][C:15]=3[O:20][CH3:21])[C:11]([C:8]3[N:7]=[C:6]([CH2:4][OH:3])[S:10][N:9]=3)=[CH:12]2)[CH2:28][CH2:27][CH2:26][CH2:25][CH2:24]1. (5) Given the reactants [Cl:1][C:2]1[C:10]2[NH:9][CH:8]=[N:7][C:6]=2[CH:5]=[CH:4][C:3]=1[C:11]([O:13][CH2:14][CH3:15])=[O:12].[CH3:16][C:17]1([CH3:32])[CH2:22][CH2:21]OS(=O)(=O)[N:18]1[C:25]([O:27][C:28]([CH3:31])([CH3:30])[CH3:29])=[O:26], predict the reaction product. The product is: [C:28]([O:27][C:25]([NH:18][C:17]([CH3:16])([CH3:32])[CH2:22][CH2:21][N:7]1[C:6]2[CH:5]=[CH:4][C:3]([C:11]([O:13][CH2:14][CH3:15])=[O:12])=[C:2]([Cl:1])[C:10]=2[N:9]=[CH:8]1)=[O:26])([CH3:31])([CH3:30])[CH3:29]. (6) Given the reactants [Cl:1][C:2]1[C:7]([CH2:8][CH2:9][C:10]([O:12][C:13](C)(C)C)=[O:11])=[C:6]([C:17]2[CH:22]=[CH:21][CH:20]=[CH:19][C:18]=2[Cl:23])[CH:5]=[C:4]([Cl:24])[N:3]=1.FC(F)(F)C(O)=O, predict the reaction product. The product is: [Cl:1][C:2]1[C:7]([CH2:8][CH2:9][C:10]([O:12][CH3:13])=[O:11])=[C:6]([C:17]2[CH:22]=[CH:21][CH:20]=[CH:19][C:18]=2[Cl:23])[CH:5]=[C:4]([Cl:24])[N:3]=1. (7) Given the reactants Br[C:2]1[CH:7]=[CH:6][C:5]([C@H:8]2[O:12][C:11]([CH3:14])([CH3:13])[N:10]([C:15]([O:17][C:18]([CH3:21])([CH3:20])[CH3:19])=[O:16])[C@@H:9]2[CH2:22][F:23])=[CH:4][CH:3]=1.[CH3:24][S:25]SC.[Cl-].[NH4+].C(OCC)(=O)C, predict the reaction product. The product is: [C:18]([O:17][C:15]([N:10]1[C@H:9]([CH2:22][F:23])[C@@H:8]([C:5]2[CH:6]=[CH:7][C:2]([S:25][CH3:24])=[CH:3][CH:4]=2)[O:12][C:11]1([CH3:14])[CH3:13])=[O:16])([CH3:21])([CH3:20])[CH3:19].